This data is from PAMPA (Parallel Artificial Membrane Permeability Assay) permeability data from NCATS. The task is: Regression/Classification. Given a drug SMILES string, predict its absorption, distribution, metabolism, or excretion properties. Task type varies by dataset: regression for continuous measurements (e.g., permeability, clearance, half-life) or binary classification for categorical outcomes (e.g., BBB penetration, CYP inhibition). Dataset: pampa_ncats. (1) The drug is C1=CC=C2C=C(C=CC2=C1)C(=O)NC3=CC=C(C=C3)S(=O)(=O)NC4=NC=CS4. The result is 0 (low-to-moderate permeability). (2) The compound is CC(C)C(=O)N(C1=CC2=C(C=C1)OC(=O)S2)S(=O)(=O)C3=CC=C(C=C3)OC. The result is 1 (high permeability). (3) The compound is CC(=O)NC1=CC=C(C=C1)OCC2=C(C=CC(=C2)C3NC4=CC=CC=C4C(=O)N3CC5=CC=CO5)OC. The result is 1 (high permeability). (4) The drug is COC1=C(C=CC=N1)C2=NC(=C3C=CN(C3=C2)CC4CCN(CC4)[S+](=O)(C)[O-])N5CCOCC5. The result is 1 (high permeability). (5) The compound is C1=CC2=C(C(=C(C=C2)C(C3=CC=C(C=C3)C(F)(F)F)NC4=NC=CS4)O)N=C1. The result is 1 (high permeability). (6) The compound is CC(C)OC1=CC=CC(=C1)C2=CN=C(S2)N3CCC(CC3)C(=O)N. The result is 1 (high permeability). (7) The compound is C1=CC=C2C(=C1)C(=NC(=N2)C3=CC=NC=C3)NC4=CC(=C(C=C4)C5=CN=CN=C5)F. The result is 0 (low-to-moderate permeability).